Predict which catalyst facilitates the given reaction. From a dataset of Catalyst prediction with 721,799 reactions and 888 catalyst types from USPTO. Product: [C:1]([O:5][C:6](=[O:26])[CH2:7][C@H:8]1[CH2:13][C@@H:12]([CH2:14][OH:15])[O:11][C:10]([CH3:25])([CH3:24])[O:9]1)([CH3:2])([CH3:4])[CH3:3]. Reactant: [C:1]([O:5][C:6](=[O:26])[CH2:7][C@H:8]1[CH2:13][C@@H:12]([CH2:14][O:15]C(=O)C2C=CC=CC=2)[O:11][C:10]([CH3:25])([CH3:24])[O:9]1)([CH3:4])([CH3:3])[CH3:2].[OH-].[Na+].Cl. The catalyst class is: 5.